Dataset: Full USPTO retrosynthesis dataset with 1.9M reactions from patents (1976-2016). Task: Predict the reactants needed to synthesize the given product. (1) Given the product [Br:1][C:2]1[CH:14]=[C:13]2[C:5]([C:6]3[CH:7]=[CH:8][C:9]([N:19]4[CH2:31][CH2:30][CH2:29][CH2:28][CH2:27]4)=[CH:10][C:11]=3[C:12]2([CH2:17][CH3:18])[CH2:15][CH3:16])=[CH:4][CH:3]=1, predict the reactants needed to synthesize it. The reactants are: [Br:1][C:2]1[CH:14]=[C:13]2[C:5]([C:6]3[CH:7]=[CH:8][C:9]([NH2:19])=[CH:10][C:11]=3[C:12]2([CH2:17][CH3:18])[CH2:15][CH3:16])=[CH:4][CH:3]=1.C(=O)([O-])[O-].[K+].[K+].I[CH2:27][CH2:28][CH2:29][CH2:30][CH2:31]I. (2) The reactants are: [F:1][C@@H:2]1[CH2:6][N:5]([C:7](=[O:10])[CH2:8][OH:9])[C@H:4]([C:11]([NH2:13])=O)[CH2:3]1.Cl.CN(C)C.[C:19]1([S:25](Cl)(=[O:27])=[O:26])[CH:24]=[CH:23][CH:22]=[CH:21][CH:20]=1.FC(F)(F)C(OC(=O)C(F)(F)F)=O. Given the product [C:19]1([S:25]([O:9][CH2:8][C:7]([N:5]2[CH2:6][C@@H:2]([F:1])[CH2:3][C@H:4]2[C:11]#[N:13])=[O:10])(=[O:27])=[O:26])[CH:24]=[CH:23][CH:22]=[CH:21][CH:20]=1, predict the reactants needed to synthesize it. (3) Given the product [C:18]([O:1][C:2]1[CH:10]=[CH:9][C:5]([C:6]([O:8][C:4]([CH3:11])([CH3:5])[CH3:3])=[O:7])=[C:4]([CH3:11])[CH:3]=1)([CH3:19])([CH3:17])[CH3:20], predict the reactants needed to synthesize it. The reactants are: [OH:1][C:2]1[CH:10]=[CH:9][C:5]([C:6]([OH:8])=[O:7])=[C:4]([CH3:11])[CH:3]=1.S(=O)(=O)(O)O.[CH3:17][C:18](=[CH2:20])[CH3:19]. (4) Given the product [BrH:37].[OH:2][C:3]1[CH:12]=[C:11]([CH3:13])[C:10]2[NH:9][C:8](=[O:14])[C:7]3[S:15][CH:16]=[CH:17][C:6]=3[C:5]=2[C:4]=1[C:18]1[CH:23]=[CH:22][C:21]([C@@H:24]([CH3:35])[CH2:25][NH:26][CH3:27])=[CH:20][CH:19]=1, predict the reactants needed to synthesize it. The reactants are: C[O:2][C:3]1[CH:12]=[C:11]([CH3:13])[C:10]2[NH:9][C:8](=[O:14])[C:7]3[S:15][CH:16]=[CH:17][C:6]=3[C:5]=2[C:4]=1[C:18]1[CH:23]=[CH:22][C:21]([C@@H:24]([CH3:35])[CH2:25][N:26](C)[C:27](=O)OC(C)(C)C)=[CH:20][CH:19]=1.B(Br)(Br)[Br:37].